From a dataset of Full USPTO retrosynthesis dataset with 1.9M reactions from patents (1976-2016). Predict the reactants needed to synthesize the given product. (1) Given the product [CH2:1]([O:3][C:4](=[O:24])[CH2:5][C:6]1[CH:7]=[N:8][CH:9]=[C:10]([C:12]2[CH:17]=[CH:16][C:15]([C:18]([F:20])([F:21])[F:19])=[CH:14][C:13]=2[CH2:22][NH:25][CH2:26][C:27]2[CH:32]=[N:31][C:30]([CH3:33])=[CH:29][N:28]=2)[CH:11]=1)[CH3:2], predict the reactants needed to synthesize it. The reactants are: [CH2:1]([O:3][C:4](=[O:24])[CH2:5][C:6]1[CH:7]=[N:8][CH:9]=[C:10]([C:12]2[CH:17]=[CH:16][C:15]([C:18]([F:21])([F:20])[F:19])=[CH:14][C:13]=2[CH:22]=O)[CH:11]=1)[CH3:2].[NH2:25][CH2:26][C:27]1[CH:32]=[N:31][C:30]([CH3:33])=[CH:29][N:28]=1.C(O)(=O)C.C(O[BH-](OC(=O)C)OC(=O)C)(=O)C.[Na+]. (2) Given the product [F:25][C:26]1[CH:27]=[C:28]([NH:33][C:34](=[O:40])[O:35][C:36]([CH3:38])([CH3:37])[CH3:39])[CH:29]=[CH:30][C:31]=1[O:32][C:2]1[CH:7]=[N:6][C:5]([S:8]([CH3:11])(=[O:10])=[O:9])=[CH:4][CH:3]=1, predict the reactants needed to synthesize it. The reactants are: Cl[C:2]1[CH:3]=[CH:4][C:5]([S:8]([CH3:11])(=[O:10])=[O:9])=[N:6][CH:7]=1.C(=O)([O-])[O-].[Cs+].[Cs+].CN1CCCC1=O.[F:25][C:26]1[CH:27]=[C:28]([NH:33][C:34](=[O:40])[O:35][C:36]([CH3:39])([CH3:38])[CH3:37])[CH:29]=[CH:30][C:31]=1[OH:32]. (3) Given the product [CH:8]([N:6]1[C:5](=[O:11])[CH:4]=[CH:3][C:2]([C:17]2[S:18][C:14]([CH:12]=[O:13])=[CH:15][CH:16]=2)=[CH:7]1)([CH3:10])[CH3:9], predict the reactants needed to synthesize it. The reactants are: I[C:2]1[CH:3]=[CH:4][C:5](=[O:11])[N:6]([CH:8]([CH3:10])[CH3:9])[CH:7]=1.[CH:12]([C:14]1[S:18][C:17](B(O)O)=[CH:16][CH:15]=1)=[O:13].C([O-])([O-])=O.[Na+].[Na+]. (4) The reactants are: [Cl:1][C:2]1[CH:3]=[CH:4][C:5]([I:11])=[C:6]([CH:10]=1)[C:7](O)=[O:8].O=S(Cl)[Cl:14]. Given the product [Cl:1][C:2]1[CH:3]=[CH:4][C:5]([I:11])=[C:6]([CH:10]=1)[C:7]([Cl:14])=[O:8], predict the reactants needed to synthesize it. (5) Given the product [NH:1]1[C:9]2[C:4](=[C:5]([C:10]3[N:11]=[C:12]([N:26]4[CH2:27][CH2:28][O:29][CH2:30][CH2:31]4)[C:13]4[S:18][C:17]([CH2:19][N:20]5[CH2:21][CH2:22][N:23]([C:32](=[O:35])[CH:33]=[CH2:34])[CH2:24][CH2:25]5)=[CH:16][C:14]=4[N:15]=3)[CH:6]=[CH:7][CH:8]=2)[CH:3]=[N:2]1, predict the reactants needed to synthesize it. The reactants are: [NH:1]1[C:9]2[C:4](=[C:5]([C:10]3[N:11]=[C:12]([N:26]4[CH2:31][CH2:30][O:29][CH2:28][CH2:27]4)[C:13]4[S:18][C:17]([CH2:19][N:20]5[CH2:25][CH2:24][NH:23][CH2:22][CH2:21]5)=[CH:16][C:14]=4[N:15]=3)[CH:6]=[CH:7][CH:8]=2)[CH:3]=[N:2]1.[C:32](O)(=[O:35])[CH:33]=[CH2:34].CN(C(ON1N=NC2C=CC=NC1=2)=[N+](C)C)C.F[P-](F)(F)(F)(F)F.CCN(C(C)C)C(C)C.C([O-])(O)=O.[Na+]. (6) Given the product [OH:15][CH:13]([C:3]1[CH:10]=[CH:9][C:6]([CH:7]=[CH2:8])=[CH:5][CH:4]=1)[CH3:14], predict the reactants needed to synthesize it. The reactants are: [Mg].Br[C:3]1[CH:10]=[CH:9][C:6]([CH:7]=[CH2:8])=[CH:5][CH:4]=1.II.[CH:13](=[O:15])[CH3:14].[Cl-].[NH4+].